Dataset: Forward reaction prediction with 1.9M reactions from USPTO patents (1976-2016). Task: Predict the product of the given reaction. (1) Given the reactants [Cl:1][C:2]1[CH:3]=[C:4]([CH:8]2[C:12]([C:15]3[CH:20]=[CH:19][C:18]([Cl:21])=[CH:17][CH:16]=3)([C:13]#[N:14])[CH:11]([CH2:22][C:23]([CH3:26])([CH3:25])[CH3:24])[NH:10][CH:9]2[C:27](O)=[O:28])[CH:5]=[CH:6][CH:7]=1.[CH3:30][O:31][C:32]1[CH:33]=[C:34]([CH2:40][CH2:41][NH:42][CH3:43])[CH:35]=[CH:36][C:37]=1[O:38][CH3:39].CN(C(ON1N=NC2C=CC=NC1=2)=[N+](C)C)C.F[P-](F)(F)(F)(F)F.CCN(C(C)C)C(C)C, predict the reaction product. The product is: [CH3:30][O:31][C:32]1[CH:33]=[C:34]([CH2:40][CH2:41][N:42]([CH3:43])[C:27]([CH:9]2[CH:8]([C:4]3[CH:5]=[CH:6][CH:7]=[C:2]([Cl:1])[CH:3]=3)[C:12]([C:15]3[CH:16]=[CH:17][C:18]([Cl:21])=[CH:19][CH:20]=3)([C:13]#[N:14])[CH:11]([CH2:22][C:23]([CH3:25])([CH3:24])[CH3:26])[NH:10]2)=[O:28])[CH:35]=[CH:36][C:37]=1[O:38][CH3:39]. (2) Given the reactants C[O:2][C:3]([C:5]1[C:10]([Cl:11])=[C:9]([NH2:12])[N:8]=[C:7]([C:13]2[CH:18]=[CH:17][C:16]([Cl:19])=[C:15]([O:20][CH3:21])[C:14]=2[F:22])[N:6]=1)=[O:4].[OH-].[Na+].Cl, predict the reaction product. The product is: [NH2:12][C:9]1[N:8]=[C:7]([C:13]2[CH:18]=[CH:17][C:16]([Cl:19])=[C:15]([O:20][CH3:21])[C:14]=2[F:22])[N:6]=[C:5]([C:3]([OH:4])=[O:2])[C:10]=1[Cl:11]. (3) Given the reactants [CH2:1]([O:5][CH2:6][CH2:7][O:8][C:9]1[CH:14]=[CH:13][C:12]([C:15]2[CH:16]=[CH:17][C:18]3[N:24](C(=O)C(F)(F)F)[CH2:23][CH2:22][C:21]([C:31]([NH:33][C:34]4[CH:39]=[CH:38][C:37]([CH2:40][S:41]([C:44]5[CH:49]=[CH:48][CH:47]=[CH:46][N:45]=5)(=[O:43])=[O:42])=[CH:36][CH:35]=4)=[O:32])=[CH:20][C:19]=3[CH:50]=2)=[CH:11][CH:10]=1)[CH2:2][CH2:3][CH3:4].[BH4-].[Na+], predict the reaction product. The product is: [CH2:1]([O:5][CH2:6][CH2:7][O:8][C:9]1[CH:10]=[CH:11][C:12]([C:15]2[CH:16]=[CH:17][C:18]3[NH:24][CH2:23][CH2:22][C:21]([C:31]([NH:33][C:34]4[CH:35]=[CH:36][C:37]([CH2:40][S:41]([C:44]5[CH:49]=[CH:48][CH:47]=[CH:46][N:45]=5)(=[O:43])=[O:42])=[CH:38][CH:39]=4)=[O:32])=[CH:20][C:19]=3[CH:50]=2)=[CH:13][CH:14]=1)[CH2:2][CH2:3][CH3:4]. (4) Given the reactants [CH3:1][C:2]12[O:10][B:9]([C@@H:11]([NH:28][C:29]([C:31]3[CH:32]=[C:33]4[C:37](=[CH:38][CH:39]=3)[CH2:36][NH:35][CH2:34]4)=[O:30])[CH2:12][C:13]3[C:14]([O:26][CH3:27])=[C:15]([CH:23]=[CH:24][CH:25]=3)[C:16]([O:18][C:19]([CH3:22])([CH3:21])[CH3:20])=[O:17])[O:8][CH:7]1[CH2:6][CH:5]1[CH2:40][CH:3]2[C:4]1([CH3:42])[CH3:41].C([O-])([O-])=O.[K+].[K+].Br[CH2:50][CH2:51][NH:52][C:53](=[O:59])[O:54][C:55]([CH3:58])([CH3:57])[CH3:56].O, predict the reaction product. The product is: [C:55]([O:54][C:53]([NH:52][CH2:51][CH2:50][N:35]1[CH2:34][C:33]2[C:37](=[CH:38][CH:39]=[C:31]([C:29]([NH:28][C@H:11]([B:9]3[O:8][CH:7]4[C:2]([CH3:1])([CH:3]5[CH2:40][CH:5]([CH2:6]4)[C:4]5([CH3:42])[CH3:41])[O:10]3)[CH2:12][C:13]3[C:14]([O:26][CH3:27])=[C:15]([CH:23]=[CH:24][CH:25]=3)[C:16]([O:18][C:19]([CH3:20])([CH3:21])[CH3:22])=[O:17])=[O:30])[CH:32]=2)[CH2:36]1)=[O:59])([CH3:58])([CH3:57])[CH3:56].